Task: Predict the reactants needed to synthesize the given product.. Dataset: Full USPTO retrosynthesis dataset with 1.9M reactions from patents (1976-2016) (1) Given the product [CH2:1]([N:8]1[CH2:15][CH:14]([NH2:16])[C:10]2([CH2:13][O:12][CH2:11]2)[CH2:9]1)[C:2]1[CH:3]=[CH:4][CH:5]=[CH:6][CH:7]=1, predict the reactants needed to synthesize it. The reactants are: [CH2:1]([N:8]1[CH2:15][CH:14]([N+:16]([O-])=O)[C:10]2([CH2:13][O:12][CH2:11]2)[CH2:9]1)[C:2]1[CH:7]=[CH:6][CH:5]=[CH:4][CH:3]=1.[Cl-].[NH4+].CO. (2) Given the product [CH3:1][O:2][CH:3]([O:19][CH3:20])[C@:4]1([CH3:18])[C@@H:9]([OH:10])[C@H:8]([N:30]([C:27]2[CH:26]=[CH:25][C:24]([O:23][C:22]([F:38])([F:37])[F:21])=[CH:29][CH:28]=2)[CH2:31][C:32]2[NH:36][CH:35]=[CH:34][N:33]=2)[C:7]2[CH:11]=[C:12]([N+:15]([O-:17])=[O:16])[CH:13]=[CH:14][C:6]=2[O:5]1, predict the reactants needed to synthesize it. The reactants are: [CH3:1][O:2][CH:3]([O:19][CH3:20])[C@:4]1([CH3:18])[C@H:9]2[O:10][C@H:8]2[C:7]2[CH:11]=[C:12]([N+:15]([O-:17])=[O:16])[CH:13]=[CH:14][C:6]=2[O:5]1.[F:21][C:22]([F:38])([F:37])[O:23][C:24]1[CH:29]=[CH:28][C:27]([NH:30][CH2:31][C:32]2[NH:33][CH:34]=[CH:35][N:36]=2)=[CH:26][CH:25]=1. (3) Given the product [C:2]1([C@@H:14]2[CH2:18][CH2:17][C@H:16]([NH:19][C:21]3[CH:28]=[CH:27][C:24]([C:25]#[N:26])=[CH:23][N:22]=3)[CH2:15]2)[N:6]2[C:7]3[CH:13]=[CH:12][NH:11][C:8]=3[N:9]=[CH:10][C:5]2=[N:4][N:3]=1, predict the reactants needed to synthesize it. The reactants are: Cl.[C:2]1([C@@H:14]2[CH2:18][CH2:17][C@H:16]([NH2:19])[CH2:15]2)[N:6]2[C:7]3[CH:13]=[CH:12][NH:11][C:8]=3[N:9]=[CH:10][C:5]2=[N:4][N:3]=1.Cl[C:21]1[CH:28]=[CH:27][C:24]([C:25]#[N:26])=[CH:23][N:22]=1. (4) Given the product [CH3:1][C:2]1[C:7]([C:22]2[N:23]=[CH:24][C:25]([O:28][C@H:29]([CH:31]3[CH2:36][CH2:35][N:34]([C:37]([O:39][C:40]([CH3:43])([CH3:42])[CH3:41])=[O:38])[CH2:33][CH2:32]3)[CH3:30])=[N:26][CH:27]=2)=[CH:6][N:5]=[N:4][CH:3]=1, predict the reactants needed to synthesize it. The reactants are: [CH3:1][C:2]1[C:7]([Sn](CCCC)(CCCC)CCCC)=[CH:6][N:5]=[N:4][CH:3]=1.Br[C:22]1[N:23]=[CH:24][C:25]([O:28][C@H:29]([CH:31]2[CH2:36][CH2:35][N:34]([C:37]([O:39][C:40]([CH3:43])([CH3:42])[CH3:41])=[O:38])[CH2:33][CH2:32]2)[CH3:30])=[N:26][CH:27]=1. (5) Given the product [CH2:1]([C:6]1[CH:13]=[CH:12][C:9]([CH2:10][NH:11][C:17](=[O:18])[C:16]2[CH:20]=[CH:21][C:22]([CH3:24])=[N:23][C:15]=2[NH2:14])=[CH:8][CH:7]=1)[CH2:2][CH2:3][CH2:4][CH3:5], predict the reactants needed to synthesize it. The reactants are: [CH2:1]([C:6]1[CH:13]=[CH:12][C:9]([CH2:10][NH2:11])=[CH:8][CH:7]=1)[CH2:2][CH2:3][CH2:4][CH3:5].[NH2:14][C:15]1[N:23]=[C:22]([CH3:24])[CH:21]=[CH:20][C:16]=1[C:17](O)=[O:18].ON1C2C=CC=CC=2N=N1.CCN=C=NCCCN(C)C. (6) Given the product [CH:33]1([NH:32][S:29]([NH:28][C:26]2[CH:25]=[CH:24][C:22]3[NH:23][C:18]([C:3]4[C:4](=[O:17])[N:5]([CH2:12][CH2:13][CH:14]([CH3:15])[CH3:16])[C:6]5[C:11]([C:2]=4[OH:1])=[CH:10][CH:9]=[CH:8][N:7]=5)=[N:19][S:20](=[O:39])(=[O:38])[C:21]=3[CH:27]=2)(=[O:30])=[O:31])[CH2:44][CH2:41][CH2:42]1, predict the reactants needed to synthesize it. The reactants are: [OH:1][C:2]1[C:11]2[C:6](=[N:7][CH:8]=[CH:9][CH:10]=2)[N:5]([CH2:12][CH2:13][CH:14]([CH3:16])[CH3:15])[C:4](=[O:17])[C:3]=1[C:18]1[NH:23][C:22]2[CH:24]=[CH:25][C:26]([NH:28][S:29]([N:32]3CCO[C:33]3=O)(=[O:31])=[O:30])=[CH:27][C:21]=2[S:20](=[O:39])(=[O:38])[N:19]=1.N[CH:41]1[CH2:44]C[CH2:42]1. (7) Given the product [NH2:26][CH:16]1[CH:17]([CH2:19][CH3:20])[CH2:18][N:13]([CH2:6][C:7]2[CH:12]=[CH:11][CH:10]=[CH:9][CH:8]=2)[CH2:14][C:15]1([CH2:23][CH3:24])[CH3:22], predict the reactants needed to synthesize it. The reactants are: C([O-])(=O)C.[NH4+].[CH2:6]([N:13]1[CH2:18][CH:17]([CH2:19][CH3:20])[C:16](=O)[C:15]([CH2:23][CH3:24])([CH3:22])[CH2:14]1)[C:7]1[CH:12]=[CH:11][CH:10]=[CH:9][CH:8]=1.C([BH3-])#[N:26].[Na+]. (8) Given the product [OH:50][CH:2]1[CH2:3][CH2:4][CH:5]([NH:8][C:9]2[CH:16]=[C:15]([C:17]3[C:26]4[C:21](=[C:22]([N:36]5[CH:40]=[C:39]([C:41]6[CH:42]=[N:43][N:44]([CH2:46][CH:47]([CH3:49])[CH3:48])[CH:45]=6)[N:38]=[CH:37]5)[CH:23]=[CH:24][CH:25]=4)[CH:20]=[CH:19][N:18]=3)[CH:14]=[CH:13][C:10]=2[C:11]([NH2:12])=[O:54])[CH2:6][CH2:7]1, predict the reactants needed to synthesize it. The reactants are: O[CH:2]1[CH2:7][CH2:6][CH:5]([NH:8][C:9]2[CH:16]=[C:15]([C:17]3[C:26]4[C:21](=[C:22](B5OC(C)(C)C(C)(C)O5)[CH:23]=[CH:24][CH:25]=4)[CH:20]=[CH:19][N:18]=3)[CH:14]=[CH:13][C:10]=2[C:11]#[N:12])[CH2:4][CH2:3]1.[NH:36]1[CH:40]=[C:39]([C:41]2[CH:42]=[N:43][N:44]([CH2:46][CH:47]([CH3:49])[CH3:48])[CH:45]=2)[N:38]=[CH:37]1.[OH-:50].[Na+].OO.[OH2:54].